This data is from Forward reaction prediction with 1.9M reactions from USPTO patents (1976-2016). The task is: Predict the product of the given reaction. (1) The product is: [CH3:20][C:18]1[N:19]=[C:15]([C:12]2[N:13]=[N:14][NH:10][N:11]=2)[S:16][C:17]=1[C:21]([NH:23][CH2:24][C:25]1[CH:26]=[N:27][CH:28]=[CH:29][CH:30]=1)=[O:22]. Given the reactants C(OC[N:10]1[N:14]=[N:13][C:12]([C:15]2[S:16][C:17]([C:21]([NH:23][CH2:24][C:25]3[CH:26]=[N:27][CH:28]=[CH:29][CH:30]=3)=[O:22])=[C:18]([CH3:20])[N:19]=2)=[N:11]1)C1C=CC=CC=1, predict the reaction product. (2) Given the reactants [C:1]1([C:7]2[N:12]3[N:13]=[C:14]([OH:16])[CH:15]=[C:11]3[CH2:10][CH2:9][CH:8]=2)[CH:6]=[CH:5][CH:4]=[CH:3][CH:2]=1.C[Si]([N-][Si](C)(C)C)(C)C.[Na+].[F:27][C:28]([F:43])([S:39](F)(=[O:41])=[O:40])[C:29]([F:38])([F:37])[C:30]([F:36])([F:35])[C:31]([F:34])([F:33])[F:32], predict the reaction product. The product is: [F:43][C:28]([F:27])([S:39]([O:16][C:14]1[CH:15]=[C:11]2[CH2:10][CH2:9][CH:8]=[C:7]([C:1]3[CH:2]=[CH:3][CH:4]=[CH:5][CH:6]=3)[N:12]2[N:13]=1)(=[O:41])=[O:40])[C:29]([F:37])([F:38])[C:30]([F:36])([F:35])[C:31]([F:34])([F:33])[F:32]. (3) Given the reactants [N:1]([C:4]1[CH:9]=[CH:8][C:7]([O:10][CH2:11][CH2:12][O:13][CH3:14])=[CH:6][CH:5]=1)=[C:2]=[S:3].[NH2:15][CH:16]([C:20]#[N:21])[C:17]([NH2:19])=[O:18], predict the reaction product. The product is: [NH2:21][C:20]1[S:3][C:2]([NH:1][C:4]2[CH:5]=[CH:6][C:7]([O:10][CH2:11][CH2:12][O:13][CH3:14])=[CH:8][CH:9]=2)=[N:15][C:16]=1[C:17]([NH2:19])=[O:18].